Dataset: CYP2D6 inhibition data for predicting drug metabolism from PubChem BioAssay. Task: Regression/Classification. Given a drug SMILES string, predict its absorption, distribution, metabolism, or excretion properties. Task type varies by dataset: regression for continuous measurements (e.g., permeability, clearance, half-life) or binary classification for categorical outcomes (e.g., BBB penetration, CYP inhibition). Dataset: cyp2d6_veith. (1) The molecule is CC(C)NC(=O)N1CCC2(CC1)CCN(C(=O)c1cc(C(F)(F)F)cc(C(F)(F)F)c1)CC2. The result is 0 (non-inhibitor). (2) The drug is CCC/C=C(\CCC)C(NC(=O)c1ccc(C(F)(F)F)cc1)c1ccccc1. The result is 1 (inhibitor). (3) The molecule is C[N+](C)(C)CCN(Cc1cccs1)c1ccccn1. The result is 1 (inhibitor). (4) The compound is O=C(Nc1cccc(F)c1)N1CCC2(CC1)CCN(S(=O)(=O)c1ccccc1)CC2. The result is 0 (non-inhibitor). (5) The compound is COc1ccc(CNc2cc(-c3ccccc3C)ncn2)c(OC)c1. The result is 1 (inhibitor). (6) The molecule is CS(=O)(=O)Nc1ccc(S(=O)(=O)N2CCOCC2)cc1. The result is 0 (non-inhibitor). (7) The compound is CC(=O)c1ccc(-n2nnnc2SCC(=O)Nc2cccc(NC(=O)c3ccco3)c2)cc1. The result is 0 (non-inhibitor).